From a dataset of Reaction yield outcomes from USPTO patents with 853,638 reactions. Predict the reaction yield, written as a fraction of the theoretical maximum amount of product (1.0 means a 100% yield; for example, 0.34 means a 34% yield). The reactants are [F:1][C:2]1[CH:3]=[C:4]2[C:8](=[CH:9][CH:10]=1)[NH:7][C:6](=[O:11])[CH2:5]2.[CH:12]([C:14]1[NH:18][C:17]([CH3:19])=[C:16]([C:20]([OH:22])=[O:21])[C:15]=1[CH3:23])=O. The catalyst is N1CCCC1.C(O)C. The product is [F:1][C:2]1[CH:3]=[C:4]2[C:8](=[CH:9][CH:10]=1)[NH:7][C:6](=[O:11])/[C:5]/2=[CH:12]\[C:14]1[NH:18][C:17]([CH3:19])=[C:16]([C:20]([OH:22])=[O:21])[C:15]=1[CH3:23]. The yield is 0.960.